Dataset: NCI-60 drug combinations with 297,098 pairs across 59 cell lines. Task: Regression. Given two drug SMILES strings and cell line genomic features, predict the synergy score measuring deviation from expected non-interaction effect. (1) Drug 1: C1C(C(OC1N2C=NC3=C(N=C(N=C32)Cl)N)CO)O. Drug 2: C1=NC(=NC(=O)N1C2C(C(C(O2)CO)O)O)N. Cell line: DU-145. Synergy scores: CSS=31.9, Synergy_ZIP=-7.41, Synergy_Bliss=6.01, Synergy_Loewe=-4.10, Synergy_HSA=3.73. (2) Drug 1: C1=NNC2=C1C(=O)NC=N2. Drug 2: C1CNP(=O)(OC1)N(CCCl)CCCl. Cell line: HL-60(TB). Synergy scores: CSS=-5.94, Synergy_ZIP=6.17, Synergy_Bliss=3.50, Synergy_Loewe=-1.41, Synergy_HSA=-6.64. (3) Drug 1: CNC(=O)C1=NC=CC(=C1)OC2=CC=C(C=C2)NC(=O)NC3=CC(=C(C=C3)Cl)C(F)(F)F. Drug 2: CCC1(C2=C(COC1=O)C(=O)N3CC4=CC5=C(C=CC(=C5CN(C)C)O)N=C4C3=C2)O.Cl. Cell line: NCI-H522. Synergy scores: CSS=22.4, Synergy_ZIP=-3.50, Synergy_Bliss=0.119, Synergy_Loewe=-31.3, Synergy_HSA=-1.75. (4) Drug 1: C1CC(C1)(C(=O)O)C(=O)O.[NH2-].[NH2-].[Pt+2]. Drug 2: C1=CC=C(C=C1)NC(=O)CCCCCCC(=O)NO. Cell line: SF-268. Synergy scores: CSS=12.8, Synergy_ZIP=-2.25, Synergy_Bliss=4.40, Synergy_Loewe=-9.68, Synergy_HSA=-5.81. (5) Drug 1: CS(=O)(=O)CCNCC1=CC=C(O1)C2=CC3=C(C=C2)N=CN=C3NC4=CC(=C(C=C4)OCC5=CC(=CC=C5)F)Cl. Cell line: KM12. Drug 2: B(C(CC(C)C)NC(=O)C(CC1=CC=CC=C1)NC(=O)C2=NC=CN=C2)(O)O. Synergy scores: CSS=58.9, Synergy_ZIP=0.945, Synergy_Bliss=-1.01, Synergy_Loewe=-18.4, Synergy_HSA=-1.58. (6) Drug 1: C1=NC2=C(N=C(N=C2N1C3C(C(C(O3)CO)O)F)Cl)N. Drug 2: C#CCC(CC1=CN=C2C(=N1)C(=NC(=N2)N)N)C3=CC=C(C=C3)C(=O)NC(CCC(=O)O)C(=O)O. Cell line: UACC-257. Synergy scores: CSS=49.2, Synergy_ZIP=6.01, Synergy_Bliss=0.248, Synergy_Loewe=-25.6, Synergy_HSA=-0.807. (7) Drug 1: CC12CCC(CC1=CCC3C2CCC4(C3CC=C4C5=CN=CC=C5)C)O. Drug 2: CN(CCCl)CCCl.Cl. Cell line: HS 578T. Synergy scores: CSS=-3.07, Synergy_ZIP=2.36, Synergy_Bliss=0.0229, Synergy_Loewe=-8.11, Synergy_HSA=-7.32. (8) Drug 1: CC1=C2C(C(=O)C3(C(CC4C(C3C(C(C2(C)C)(CC1OC(=O)C(C(C5=CC=CC=C5)NC(=O)C6=CC=CC=C6)O)O)OC(=O)C7=CC=CC=C7)(CO4)OC(=O)C)O)C)OC(=O)C. Drug 2: CC1=C2C(C(=O)C3(C(CC4C(C3C(C(C2(C)C)(CC1OC(=O)C(C(C5=CC=CC=C5)NC(=O)OC(C)(C)C)O)O)OC(=O)C6=CC=CC=C6)(CO4)OC(=O)C)O)C)O. Cell line: MDA-MB-435. Synergy scores: CSS=58.1, Synergy_ZIP=1.74, Synergy_Bliss=2.17, Synergy_Loewe=1.02, Synergy_HSA=4.30. (9) Drug 1: CC1=C(C=C(C=C1)C(=O)NC2=CC(=CC(=C2)C(F)(F)F)N3C=C(N=C3)C)NC4=NC=CC(=N4)C5=CN=CC=C5. Drug 2: CC1C(C(CC(O1)OC2CC(CC3=C2C(=C4C(=C3O)C(=O)C5=CC=CC=C5C4=O)O)(C(=O)C)O)N)O. Cell line: COLO 205. Synergy scores: CSS=50.9, Synergy_ZIP=2.00, Synergy_Bliss=-0.156, Synergy_Loewe=-21.0, Synergy_HSA=0.440. (10) Drug 1: C1=CC(=CC=C1CCC2=CNC3=C2C(=O)NC(=N3)N)C(=O)NC(CCC(=O)O)C(=O)O. Drug 2: CCCS(=O)(=O)NC1=C(C(=C(C=C1)F)C(=O)C2=CNC3=C2C=C(C=N3)C4=CC=C(C=C4)Cl)F. Cell line: NCI-H460. Synergy scores: CSS=24.9, Synergy_ZIP=2.58, Synergy_Bliss=0.00168, Synergy_Loewe=-22.7, Synergy_HSA=-0.978.